From a dataset of hERG Central: cardiac toxicity at 1µM, 10µM, and general inhibition. Predict hERG channel inhibition at various concentrations. (1) The drug is O=C(NCc1ccccc1)C1=C[C@@H](c2coc3ccccc3c2=O)C[C@@H](OCCCCO)O1. Results: hERG_inhib (hERG inhibition (general)): blocker. (2) The molecule is CN(C)S(=O)(=O)c1cccc(NC(=O)COC(=O)C2CCN(C(=O)c3ccc(F)cc3)CC2)c1. Results: hERG_inhib (hERG inhibition (general)): blocker. (3) The drug is CCN(CC)CCN1C(=O)Cn2c(C)c(C)c3cccc1c32.O=C(O)C(O)C(O)C(=O)O. Results: hERG_inhib (hERG inhibition (general)): blocker. (4) Results: hERG_inhib (hERG inhibition (general)): blocker. The compound is O=C1CCC(CCC(=O)N2CCCC(C(=O)c3ccc4c5c(cccc35)CC4)C2)=NN1. (5) The drug is CCOC(=O)C1CCN(CCCSc2ccccc2)CC1.Cl. Results: hERG_inhib (hERG inhibition (general)): blocker.